Dataset: NCI-60 drug combinations with 297,098 pairs across 59 cell lines. Task: Regression. Given two drug SMILES strings and cell line genomic features, predict the synergy score measuring deviation from expected non-interaction effect. (1) Drug 1: C1=NC2=C(N1)C(=S)N=C(N2)N. Drug 2: CCC1(CC2CC(C3=C(CCN(C2)C1)C4=CC=CC=C4N3)(C5=C(C=C6C(=C5)C78CCN9C7C(C=CC9)(C(C(C8N6C)(C(=O)OC)O)OC(=O)C)CC)OC)C(=O)OC)O.OS(=O)(=O)O. Cell line: HOP-92. Synergy scores: CSS=37.3, Synergy_ZIP=-8.77, Synergy_Bliss=-4.13, Synergy_Loewe=-41.4, Synergy_HSA=-1.22. (2) Drug 1: C1CN1P(=S)(N2CC2)N3CC3. Drug 2: C1=NNC2=C1C(=O)NC=N2. Cell line: OVCAR3. Synergy scores: CSS=1.15, Synergy_ZIP=-3.49, Synergy_Bliss=-5.29, Synergy_Loewe=-5.02, Synergy_HSA=-4.33. (3) Drug 1: C(CN)CNCCSP(=O)(O)O. Drug 2: CC1C(C(CC(O1)OC2CC(CC3=C2C(=C4C(=C3O)C(=O)C5=CC=CC=C5C4=O)O)(C(=O)C)O)N)O. Cell line: NCIH23. Synergy scores: CSS=34.2, Synergy_ZIP=0.460, Synergy_Bliss=-0.535, Synergy_Loewe=-35.6, Synergy_HSA=-0.853. (4) Drug 1: CC1=C(C=C(C=C1)C(=O)NC2=CC(=CC(=C2)C(F)(F)F)N3C=C(N=C3)C)NC4=NC=CC(=N4)C5=CN=CC=C5. Drug 2: CNC(=O)C1=NC=CC(=C1)OC2=CC=C(C=C2)NC(=O)NC3=CC(=C(C=C3)Cl)C(F)(F)F. Cell line: SF-295. Synergy scores: CSS=1.29, Synergy_ZIP=-1.66, Synergy_Bliss=-4.50, Synergy_Loewe=-1.61, Synergy_HSA=-3.91. (5) Drug 1: C1CCN(CC1)CCOC2=CC=C(C=C2)C(=O)C3=C(SC4=C3C=CC(=C4)O)C5=CC=C(C=C5)O. Drug 2: C1CCC(C1)C(CC#N)N2C=C(C=N2)C3=C4C=CNC4=NC=N3. Cell line: NCIH23. Synergy scores: CSS=6.45, Synergy_ZIP=0.807, Synergy_Bliss=3.97, Synergy_Loewe=-0.946, Synergy_HSA=-0.868. (6) Drug 1: C1=C(C(=O)NC(=O)N1)N(CCCl)CCCl. Drug 2: C1=C(C(=O)NC(=O)N1)F. Cell line: HCT116. Synergy scores: CSS=53.7, Synergy_ZIP=-1.54, Synergy_Bliss=-2.85, Synergy_Loewe=-6.14, Synergy_HSA=1.80. (7) Drug 1: C1CCN(CC1)CCOC2=CC=C(C=C2)C(=O)C3=C(SC4=C3C=CC(=C4)O)C5=CC=C(C=C5)O. Drug 2: CC1C(C(CC(O1)OC2CC(CC3=C2C(=C4C(=C3O)C(=O)C5=C(C4=O)C(=CC=C5)OC)O)(C(=O)C)O)N)O.Cl. Cell line: HCT116. Synergy scores: CSS=41.3, Synergy_ZIP=-1.64, Synergy_Bliss=-2.62, Synergy_Loewe=-29.1, Synergy_HSA=-3.87. (8) Drug 1: CC(C1=C(C=CC(=C1Cl)F)Cl)OC2=C(N=CC(=C2)C3=CN(N=C3)C4CCNCC4)N. Drug 2: CC1C(C(=O)NC(C(=O)N2CCCC2C(=O)N(CC(=O)N(C(C(=O)O1)C(C)C)C)C)C(C)C)NC(=O)C3=C4C(=C(C=C3)C)OC5=C(C(=O)C(=C(C5=N4)C(=O)NC6C(OC(=O)C(N(C(=O)CN(C(=O)C7CCCN7C(=O)C(NC6=O)C(C)C)C)C)C(C)C)C)N)C. Cell line: U251. Synergy scores: CSS=24.3, Synergy_ZIP=10.1, Synergy_Bliss=12.7, Synergy_Loewe=13.1, Synergy_HSA=12.6.